Dataset: Forward reaction prediction with 1.9M reactions from USPTO patents (1976-2016). Task: Predict the product of the given reaction. (1) The product is: [CH:38]1([N:41]2[C:45]3[C:46]([O:62][C@@H:63]([C@H:65]4[CH2:69][NH:68][C:67](=[O:70])[CH2:66]4)[CH3:64])=[N:47][C:48]([C:50]4[CH:55]=[CH:54][C:53]([N:56]5[CH2:61][CH2:60][N:59]([S:74]([CH:72]([CH3:73])[CH3:71])(=[O:76])=[O:75])[CH2:58][CH2:57]5)=[CH:52][CH:51]=4)=[CH:49][C:44]=3[N:43]=[CH:42]2)[CH2:39][CH2:40]1. Given the reactants C1(N2C3C(O[C@@H]([C@H]4CNC(=O)C4)C)=NC(C4C=CC(N5CCN(S(C)(=O)=O)CC5)=CC=4)=CC=3N=C2)CC1.[CH:38]1([N:41]2[C:45]3[C:46]([O:62][C@@H:63]([C@H:65]4[CH2:69][NH:68][C:67](=[O:70])[CH2:66]4)[CH3:64])=[N:47][C:48]([C:50]4[CH:55]=[CH:54][C:53]([N:56]5[CH2:61][CH2:60][NH:59][CH2:58][CH2:57]5)=[CH:52][CH:51]=4)=[CH:49][C:44]=3[N:43]=[CH:42]2)[CH2:40][CH2:39]1.[CH3:71][CH:72]([S:74](Cl)(=[O:76])=[O:75])[CH3:73], predict the reaction product. (2) Given the reactants [Br:1][C:2]1[CH:7]=[CH:6][C:5]([C:8]([CH3:19])([C:14](OCC)=[O:15])[C:9](OCC)=[O:10])=[CH:4][CH:3]=1.[H-].[H-].[H-].[H-].[Li+].[Al+3], predict the reaction product. The product is: [Br:1][C:2]1[CH:3]=[CH:4][C:5]([C:8]([CH3:19])([CH2:14][OH:15])[CH2:9][OH:10])=[CH:6][CH:7]=1.